This data is from Full USPTO retrosynthesis dataset with 1.9M reactions from patents (1976-2016). The task is: Predict the reactants needed to synthesize the given product. The reactants are: C(N1C=CN=C1)(N1C=CN=C1)=O.[Br:13][C:14]1[C:15]([CH3:32])=[N:16][O:17][C:18]=1[NH:19][S:20]([C:23]1[CH:27]=[CH:26][S:25][C:24]=1[C:28]([O:30][CH3:31])=[O:29])(=[O:22])=[O:21].[CH2:33]1[O:37][C:36]2[CH:38]=C(O)[CH:40]=[CH:41][C:35]=2[O:34]1.N1C=CN=C1. Given the product [Br:13][C:14]1[C:15]([CH3:32])=[N:16][O:17][C:18]=1[NH:19][S:20]([C:23]1[CH:27]=[CH:26][S:25][C:24]=1[C:28]([O:30][C:31]1[CH:40]=[CH:41][C:35]2[O:34][CH2:33][O:37][C:36]=2[CH:38]=1)=[O:29])(=[O:21])=[O:22], predict the reactants needed to synthesize it.